From a dataset of Reaction yield outcomes from USPTO patents with 853,638 reactions. Predict the reaction yield, written as a fraction of the theoretical maximum amount of product (1.0 means a 100% yield; for example, 0.34 means a 34% yield). (1) The reactants are [C:1]([O:5][C:6](=[O:30])[NH:7][C@@H:8]([CH2:26][CH:27]([CH3:29])[CH3:28])[CH2:9][O:10][C:11]1[CH:12]=[CH:13][C:14]2[C:24]3[C:19](=[CH:20][N:21]=[CH:22][CH:23]=3)[CH:18]([CH3:25])[O:17][C:15]=2[CH:16]=1)([CH3:4])([CH3:3])[CH3:2].C1C(=O)N([I:38])C(=O)C1. The catalyst is C(#N)C. The product is [C:1]([O:5][C:6](=[O:30])[NH:7][C@@H:8]([CH2:26][CH:27]([CH3:29])[CH3:28])[CH2:9][O:10][C:11]1[C:12]([I:38])=[CH:13][C:14]2[C:24]3[C:19](=[CH:20][N:21]=[CH:22][CH:23]=3)[CH:18]([CH3:25])[O:17][C:15]=2[CH:16]=1)([CH3:3])([CH3:2])[CH3:4]. The yield is 0.490. (2) The reactants are C(=O)([O-])[O-].[Na+].[Na+].[CH:7]1[C:19]2[CH2:18][C:17]3[C:12](=[CH:13][CH:14]=[C:15]([NH2:20])[CH:16]=3)[C:11]=2[CH:10]=[CH:9][C:8]=1[NH2:21].[O:22](C(OC(C)(C)C)=O)[C:23]([O:25][C:26]([CH3:29])([CH3:28])[CH3:27])=O. The catalyst is O1CCOCC1.O. The product is [C:26]([O:25][C:23](=[O:22])[NH:21][C:8]1[CH:9]=[CH:10][C:11]2[C:12]3[C:17](=[CH:16][C:15]([NH2:20])=[CH:14][CH:13]=3)[CH2:18][C:19]=2[CH:7]=1)([CH3:29])([CH3:28])[CH3:27]. The yield is 0.430. (3) The reactants are [CH3:1][C:2]1[C:3]([C:7]([O:9][CH2:10][CH3:11])=[O:8])=[CH:4][NH:5][CH:6]=1.C1C(=O)N([Br:19])C(=O)C1. The catalyst is C1COCC1. The product is [Br:19][C:6]1[NH:5][CH:4]=[C:3]([C:7]([O:9][CH2:10][CH3:11])=[O:8])[C:2]=1[CH3:1]. The yield is 0.860.